Dataset: NCI-60 drug combinations with 297,098 pairs across 59 cell lines. Task: Regression. Given two drug SMILES strings and cell line genomic features, predict the synergy score measuring deviation from expected non-interaction effect. (1) Drug 1: C1=C(C(=O)NC(=O)N1)N(CCCl)CCCl. Drug 2: CN1C2=C(C=C(C=C2)N(CCCl)CCCl)N=C1CCCC(=O)O.Cl. Cell line: HT29. Synergy scores: CSS=19.9, Synergy_ZIP=-8.08, Synergy_Bliss=0.698, Synergy_Loewe=-9.61, Synergy_HSA=-0.417. (2) Drug 1: C1=C(C(=O)NC(=O)N1)F. Drug 2: CN(CCCl)CCCl.Cl. Cell line: SNB-19. Synergy scores: CSS=28.3, Synergy_ZIP=-3.25, Synergy_Bliss=-2.79, Synergy_Loewe=-1.53, Synergy_HSA=-0.519. (3) Drug 1: C1=CC(=CC=C1CC(C(=O)O)N)N(CCCl)CCCl.Cl. Drug 2: CN1C2=C(C=C(C=C2)N(CCCl)CCCl)N=C1CCCC(=O)O.Cl. Cell line: OVCAR-4. Synergy scores: CSS=-16.3, Synergy_ZIP=2.50, Synergy_Bliss=-11.7, Synergy_Loewe=-16.8, Synergy_HSA=-16.2.